This data is from Catalyst prediction with 721,799 reactions and 888 catalyst types from USPTO. The task is: Predict which catalyst facilitates the given reaction. (1) Product: [Cl:1][C:2]1[CH:3]=[C:4]([C@@H:8]2[C@@H:13]([C:14]3[CH:19]=[CH:18][C:17]([Cl:20])=[CH:16][CH:15]=3)[N:12]([C@@H:21]([CH2:29][CH3:30])[CH2:22][N:23]3[CH2:28][CH2:27][O:26][CH2:25][CH2:24]3)[C:11](=[O:31])[C@@H:10]([CH2:32][C:33]([OH:35])=[O:34])[CH2:9]2)[CH:5]=[CH:6][CH:7]=1. Reactant: [Cl:1][C:2]1[CH:3]=[C:4]([C@@H:8]2[C@@H:13]([C:14]3[CH:19]=[CH:18][C:17]([Cl:20])=[CH:16][CH:15]=3)[N:12]([C@@H:21]([CH2:29][CH3:30])[CH2:22][N:23]3[CH2:28][CH2:27][O:26][CH2:25][CH2:24]3)[C:11](=[O:31])[C@@H:10]([CH2:32][C:33]([O:35]C(C)(C)C)=[O:34])[CH2:9]2)[CH:5]=[CH:6][CH:7]=1.C(O)(C(F)(F)F)=O. The catalyst class is: 2. (2) Reactant: [Cl:1][C:2]1[CH:8]=[C:7]([I:9])[CH:6]=[CH:5][C:3]=1[NH2:4].[C:10](OC(=O)C)(=[O:12])[CH3:11]. Product: [Cl:1][C:2]1[CH:8]=[C:7]([I:9])[CH:6]=[CH:5][C:3]=1[NH:4][C:10](=[O:12])[CH3:11]. The catalyst class is: 7. (3) The catalyst class is: 4. Product: [Cl:15][C:16]1[S:20][C:19]([C:21]([NH:23][C:24]2[CH:32]=[CH:31][CH:30]=[C:29]3[C:25]=2[C:26](=[O:42])[N:27]([CH2:34][C:35]2[CH:40]=[CH:39][CH:38]=[C:37]([I:41])[CH:36]=2)[CH2:28]3)=[O:22])=[CH:18][CH:17]=1. Reactant: FC(F)(F)C(O)=O.C([SiH](CC)CC)C.[Cl:15][C:16]1[S:20][C:19]([C:21]([NH:23][C:24]2[CH:32]=[CH:31][CH:30]=[C:29]3[C:25]=2[C:26](=[O:42])[N:27]([CH2:34][C:35]2[CH:40]=[CH:39][CH:38]=[C:37]([I:41])[CH:36]=2)[CH:28]3O)=[O:22])=[CH:18][CH:17]=1.C(=O)(O)[O-].[Na+]. (4) Reactant: [CH2:1]1[C:9]2[C:4](=[CH:5][CH:6]=[CH:7][CH:8]=2)[CH2:3][CH2:2]1.Cl[CH2:11][CH2:12][C:13](Cl)=[O:14].[Al+3].[Cl-].[Cl-].[Cl-].Cl. Product: [C:13]1(=[O:14])[C:7]2[C:6](=[CH:5][C:4]3[CH2:3][CH2:2][CH2:1][C:9]=3[CH:8]=2)[CH2:11][CH2:12]1. The catalyst class is: 2. (5) Reactant: [Br:1][C:2]1[N:7]=[C:6]([C@:8]([NH:15][S@@:16]([C:18]([CH3:21])([CH3:20])[CH3:19])=[O:17])([CH2:12][CH2:13][OH:14])[CH:9]([F:11])[F:10])[C:5]([F:22])=[CH:4][CH:3]=1.BrC1N=C([C@@](N[S@@](C(C)(C)C)=O)(CCO)C(F)F)C(F)=CC=1.CC(OI1(OC(C)=O)(OC(C)=O)OC(=O)C2C=CC=CC1=2)=O.BrC1N=C([C@](N[S@@](C(C)(C)C)=O)(CC=O)C(F)F)C(F)=CC=1. Product: [Br:1][C:2]1[N:7]=[C:6]([C@@:8]([NH:15][S@@:16]([C:18]([CH3:20])([CH3:19])[CH3:21])=[O:17])([CH2:12][CH:13]=[O:14])[CH:9]([F:11])[F:10])[C:5]([F:22])=[CH:4][CH:3]=1. The catalyst class is: 34. (6) Reactant: [F:1][CH:2]([F:14])[CH2:3][O:4][C:5]1[CH:10]=[CH:9][N:8]=[CH:7][C:6]=1[N+:11]([O-])=O.[H][H]. Product: [F:14][CH:2]([F:1])[CH2:3][O:4][C:5]1[CH:10]=[CH:9][N:8]=[CH:7][C:6]=1[NH2:11]. The catalyst class is: 29.